This data is from Full USPTO retrosynthesis dataset with 1.9M reactions from patents (1976-2016). The task is: Predict the reactants needed to synthesize the given product. (1) The reactants are: [H-].[Na+].[CH3:3][S:4]([CH:7]([CH3:13])[C:8]([O:10][CH2:11][CH3:12])=[O:9])(=[O:6])=[O:5].[Br:14][CH2:15][CH2:16]Br. Given the product [Br:14][CH2:15][CH2:16][C:7]([CH3:13])([S:4]([CH3:3])(=[O:5])=[O:6])[C:8]([O:10][CH2:11][CH3:12])=[O:9], predict the reactants needed to synthesize it. (2) Given the product [NH2:5][C:3]1[S:4][C:9]([C:8]([CH3:13])([CH3:12])[C:6]#[N:7])=[N:1][N:2]=1, predict the reactants needed to synthesize it. The reactants are: [NH2:1][NH:2][C:3]([NH2:5])=[S:4].[C:6]([C:8]([CH3:13])([CH3:12])[C:9](O)=O)#[N:7].O=P(Cl)(Cl)Cl. (3) Given the product [CH3:71][C:39]1[NH:43][C:42]2[CH:44]=[C:45]([C:48]3[CH:49]=[CH:50][C:51]4[O:57][CH2:56][CH2:55][N:54]([C:58]5[C:67]6[C:62](=[CH:63][C:64]([OH:68])=[C:65]([O:3][CH3:1])[CH:66]=6)[N:61]=[CH:60][N:59]=5)[CH2:53][C:52]=4[CH:70]=3)[CH:46]=[CH:47][C:41]=2[N:40]=1, predict the reactants needed to synthesize it. The reactants are: [CH2:1]([O:3]C1C=C2C(C(N3CC4C=C(N5C6C=CC=CC=6N=C5N)C=CC=4OCC3)=NC(C)=N2)=CC=1)C.C(N[C:39]1[NH:43][C:42]2[CH:44]=[C:45]([C:48]3[CH:49]=[CH:50][C:51]4[O:57][CH2:56][CH2:55][N:54]([C:58]5[C:67]6[C:62](=[CH:63][C:64]([OH:68])=[CH:65][CH:66]=6)[N:61]=[C:60](C)[N:59]=5)[CH2:53][C:52]=4[CH:70]=3)[CH:46]=[CH:47][C:41]=2[N:40]=1)C.[CH2:71](I)C.